Dataset: Full USPTO retrosynthesis dataset with 1.9M reactions from patents (1976-2016). Task: Predict the reactants needed to synthesize the given product. The reactants are: [N:1]([O-])=O.[Na+].[NH2:5][C:6]1[CH:7]=[N:8][CH:9]=[CH:10][CH:11]=1.C[O:13][C:14](=[O:29])[CH:15]([NH:20][C:21]([C:23]1[CH:28]=[CH:27][CH:26]=[CH:25][N:24]=1)=O)C(OC)=O.C(=O)([O-])[O-].[K+].[K+].C[O-].[Na+]. Given the product [N:8]1[CH:9]=[CH:10][CH:11]=[C:6]([N:5]2[C:21]([C:23]3[CH:28]=[CH:27][CH:26]=[CH:25][N:24]=3)=[N:20][C:15]([C:14]([OH:13])=[O:29])=[N:1]2)[CH:7]=1, predict the reactants needed to synthesize it.